From a dataset of Reaction yield outcomes from USPTO patents with 853,638 reactions. Predict the reaction yield, written as a fraction of the theoretical maximum amount of product (1.0 means a 100% yield; for example, 0.34 means a 34% yield). (1) The reactants are [Cl:1][C:2]1[CH:10]=[C:9]2[C:5]([CH2:6][N:7]([C:12]3[C:13]([CH3:35])=[C:14]([C:18]4[C:30]5[C:29]6[C:24](=[CH:25][C:26]([OH:31])=[CH:27][CH:28]=6)[NH:23][C:22]=5[C:21]([C:32]([NH2:34])=[O:33])=[N:20][CH:19]=4)[CH:15]=[CH:16][CH:17]=3)[C:8]2=[O:11])=[CH:4][CH:3]=1.[C:36](=[O:39])([O-])[O-].[Cs+].[Cs+].[C:42](OCC)(=O)[CH3:43]. The catalyst is CN(C=O)C. The product is [Cl:1][C:2]1[CH:10]=[C:9]2[C:5]([CH2:6][N:7]([C:12]3[C:13]([CH3:35])=[C:14]([C:18]4[C:30]5[C:29]6[C:24](=[CH:25][C:26]([O:31][CH2:42][CH2:43][CH2:36][OH:39])=[CH:27][CH:28]=6)[NH:23][C:22]=5[C:21]([C:32]([NH2:34])=[O:33])=[N:20][CH:19]=4)[CH:15]=[CH:16][CH:17]=3)[C:8]2=[O:11])=[CH:4][CH:3]=1. The yield is 0.166. (2) The reactants are [Cl-].O[NH3+:3].[C:4](=[O:7])([O-])[OH:5].[Na+].CS(C)=O.[CH2:13]([C:17]1[N:18]=[C:19]([CH3:47])[N:20]([CH2:39][CH2:40][N:41]2[CH2:46][CH2:45][O:44][CH2:43][CH2:42]2)[C:21](=[O:38])[C:22]=1[CH2:23][C:24]1[CH:29]=[CH:28][C:27]([C:30]2[C:31]([C:36]#[N:37])=[CH:32][CH:33]=[CH:34][CH:35]=2)=[CH:26][CH:25]=1)[CH2:14][CH2:15][CH3:16]. The catalyst is C(OCC)(=O)C. The product is [CH2:13]([C:17]1[N:18]=[C:19]([CH3:47])[N:20]([CH2:39][CH2:40][N:41]2[CH2:46][CH2:45][O:44][CH2:43][CH2:42]2)[C:21](=[O:38])[C:22]=1[CH2:23][C:24]1[CH:25]=[CH:26][C:27]([C:30]2[CH:35]=[CH:34][CH:33]=[CH:32][C:31]=2[C:36]2[NH:3][C:4](=[O:7])[O:5][N:37]=2)=[CH:28][CH:29]=1)[CH2:14][CH2:15][CH3:16]. The yield is 0.390. (3) The reactants are [F:1][C:2]1[CH:3]=[C:4]([OH:8])[CH:5]=[CH:6][CH:7]=1.[Br:9][CH2:10][CH2:11][CH2:12]Br.C([O-])([O-])=O.[Cs+].[Cs+]. The catalyst is C(#N)C. The product is [F:1][C:2]1[CH:3]=[C:4]([O:8][CH2:12][CH2:11][CH2:10][Br:9])[CH:5]=[CH:6][CH:7]=1. The yield is 0.132. (4) The product is [Cl:1][C:2]1[CH:10]=[C:9]2[C:5]([C:6]([CH:19]=[O:20])=[CH:7][NH:8]2)=[CH:4][C:3]=1[C:26]1[CH:31]=[CH:30][C:29]([C:32]2([C:35]([OH:37])=[O:36])[CH2:34][CH2:33]2)=[CH:28][CH:27]=1. The reactants are [Cl:1][C:2]1[CH:10]=[C:9]2[C:5]([CH:6]=[CH:7][NH:8]2)=[CH:4][C:3]=1B1OCC(C)(C)CO1.[C:19](=O)([O-])[O-:20].[K+].[K+].Br[C:26]1[CH:31]=[CH:30][C:29]([C:32]2([C:35]([OH:37])=[O:36])[CH2:34][CH2:33]2)=[CH:28][CH:27]=1. The yield is 1.00. The catalyst is O1CCOCC1.CN(C=O)C.C1C=CC(P(C2C=CC=CC=2)[C-]2C=CC=C2)=CC=1.C1C=CC(P(C2C=CC=CC=2)[C-]2C=CC=C2)=CC=1.Cl[Pd]Cl.[Fe+2]. (5) The reactants are [CH2:1]([O:3][C:4](=[O:13])[C:5]1[CH:10]=[C:9]([CH3:11])[C:8](O)=[N:7][CH:6]=1)[CH3:2].O=P(Cl)(Cl)[Cl:16]. The product is [CH2:1]([O:3][C:4](=[O:13])[C:5]1[CH:10]=[C:9]([CH3:11])[C:8]([Cl:16])=[N:7][CH:6]=1)[CH3:2]. The yield is 0.850. No catalyst specified. (6) The reactants are [H-].[Na+].[S:3]1[CH:7]=[C:6]([C:8]2[CH:13]=[CH:12][C:11]([OH:14])=[CH:10][CH:9]=2)[C:5]2[CH:15]=[CH:16][CH:17]=[CH:18][C:4]1=2.[CH2:19]1[O:21][C@H:20]1[CH2:22]OS(C1C=C([N+]([O-])=O)C=CC=1)(=O)=O.O. The catalyst is CN(C)C=O. The product is [S:3]1[CH:7]=[C:6]([C:8]2[CH:9]=[CH:10][C:11]([O:14][CH2:22][CH:20]3[CH2:19][O:21]3)=[CH:12][CH:13]=2)[C:5]2[CH:15]=[CH:16][CH:17]=[CH:18][C:4]1=2. The yield is 0.850. (7) The reactants are [Cl:1][C:2]1[CH:3]=[C:4]2[C:9](=[CH:10][C:11]=1[O:12][CH3:13])[CH:8]=[N:7][C:6]([NH:14][C:15]([NH:17][CH2:18][C@@:19]1([OH:27])[CH:24]3[CH2:25][CH2:26][N:21]([CH2:22][CH2:23]3)[CH2:20]1)=S)=[CH:5]2.C(=NC(C)C)=NC(C)C. The catalyst is CN(C=O)C. The product is [Cl:1][C:2]1[CH:3]=[C:4]2[C:9](=[CH:10][C:11]=1[O:12][CH3:13])[CH:8]=[N:7][C:6]([NH:14][C:15]1[O:27][C@:19]3([CH2:18][N:17]=1)[CH:24]1[CH2:25][CH2:26][N:21]([CH2:22][CH2:23]1)[CH2:20]3)=[CH:5]2. The yield is 0.240.